Dataset: Reaction yield outcomes from USPTO patents with 853,638 reactions. Task: Predict the reaction yield, written as a fraction of the theoretical maximum amount of product (1.0 means a 100% yield; for example, 0.34 means a 34% yield). (1) The reactants are [N:1]([C@@H:4]([C@@H:39]([C:48]1[CH:53]=[CH:52][C:51]([Cl:54])=[CH:50][CH:49]=1)[C:40]1[CH:41]=[N:42][C:43]([O:46][CH3:47])=[CH:44][CH:45]=1)[C:5]([NH:7][C:8]1[CH:37]=[CH:36][CH:35]=[C:34]([F:38])[C:9]=1[CH2:10][CH2:11][C@@H:12]1[N:17]([S:18]([C:21]2[CH:26]=[CH:25][CH:24]=[CH:23][CH:22]=2)(=[O:20])=[O:19])[CH2:16][CH2:15][N:14]([C:27]([O:29][C:30]([CH3:33])([CH3:32])[CH3:31])=[O:28])[CH2:13]1)=[O:6])=[N+]=[N-].CP(C)C. The catalyst is C1COCC1.O.O. The product is [NH2:1][C@@H:4]([C@@H:39]([C:48]1[CH:53]=[CH:52][C:51]([Cl:54])=[CH:50][CH:49]=1)[C:40]1[CH:41]=[N:42][C:43]([O:46][CH3:47])=[CH:44][CH:45]=1)[C:5]([NH:7][C:8]1[CH:37]=[CH:36][CH:35]=[C:34]([F:38])[C:9]=1[CH2:10][CH2:11][C@@H:12]1[N:17]([S:18]([C:21]2[CH:26]=[CH:25][CH:24]=[CH:23][CH:22]=2)(=[O:20])=[O:19])[CH2:16][CH2:15][N:14]([C:27]([O:29][C:30]([CH3:31])([CH3:33])[CH3:32])=[O:28])[CH2:13]1)=[O:6]. The yield is 0.850. (2) The reactants are [CH2:1]([O:3][C:4]([C:6]1[N:7]([C:17]2[CH:22]=[CH:21][C:20]([O:23][CH:24]([CH3:26])[CH3:25])=[CH:19][CH:18]=2)[C:8]2[C:13]([C:14]=1[Cl:15])=[CH:12][C:11](Br)=[CH:10][CH:9]=2)=[O:5])[CH3:2].[Na+].[I-:28].CNCCNC.O1CCOCC1. The catalyst is CCOC(C)=O.[Cu]I. The product is [CH2:1]([O:3][C:4]([C:6]1[N:7]([C:17]2[CH:22]=[CH:21][C:20]([O:23][CH:24]([CH3:26])[CH3:25])=[CH:19][CH:18]=2)[C:8]2[C:13]([C:14]=1[Cl:15])=[CH:12][C:11]([I:28])=[CH:10][CH:9]=2)=[O:5])[CH3:2]. The yield is 0.970.